From a dataset of Reaction yield outcomes from USPTO patents with 853,638 reactions. Predict the reaction yield, written as a fraction of the theoretical maximum amount of product (1.0 means a 100% yield; for example, 0.34 means a 34% yield). The reactants are [C:1]([CH:3]=[C:4]1[CH2:7][N:6]([C:8]([O:10][C:11]([CH3:14])([CH3:13])[CH3:12])=[O:9])[CH2:5]1)#[N:2].[CH3:15][C:16]1([CH3:28])[C:20]([CH3:22])([CH3:21])[O:19][B:18]([C:23]2[CH:24]=[N:25][NH:26][CH:27]=2)[O:17]1.C1CCN2C(=NCCC2)CC1. The yield is 0.640. The catalyst is C(#N)C. The product is [C:1]([CH2:3][C:4]1([N:26]2[CH:27]=[C:23]([B:18]3[O:17][C:16]([CH3:28])([CH3:15])[C:20]([CH3:22])([CH3:21])[O:19]3)[CH:24]=[N:25]2)[CH2:7][N:6]([C:8]([O:10][C:11]([CH3:14])([CH3:13])[CH3:12])=[O:9])[CH2:5]1)#[N:2].